Dataset: Forward reaction prediction with 1.9M reactions from USPTO patents (1976-2016). Task: Predict the product of the given reaction. (1) Given the reactants [OH:1][C@H:2]([C:23]1[CH:28]=[CH:27][CH:26]=[CH:25][CH:24]=1)[CH2:3][CH2:4][N:5]1[CH2:10][CH2:9][CH:8]([C:11]2[CH:12]=[C:13]([NH:17][C:18](=[O:22])[CH:19]([CH3:21])[CH3:20])[CH:14]=[CH:15][CH:16]=2)[CH2:7][CH2:6]1.[C:29]1([C:39](Cl)=[O:40])[C:38]2[C:33](=[CH:34][CH:35]=[CH:36][CH:37]=2)[CH:32]=[CH:31][CH:30]=1.C(N(C(C)C)CC)(C)C, predict the reaction product. The product is: [C:29]1([C:39]([O:1][C@H:2]([C:23]2[CH:24]=[CH:25][CH:26]=[CH:27][CH:28]=2)[CH2:3][CH2:4][N:5]2[CH2:10][CH2:9][CH:8]([C:11]3[CH:16]=[CH:15][CH:14]=[C:13]([NH:17][C:18](=[O:22])[CH:19]([CH3:21])[CH3:20])[CH:12]=3)[CH2:7][CH2:6]2)=[O:40])[C:38]2[C:33](=[CH:34][CH:35]=[CH:36][CH:37]=2)[CH:32]=[CH:31][CH:30]=1. (2) Given the reactants [NH2:1][C:2]1[C:11]([N+:12]([O-])=O)=[CH:10][C:9]2[C:4](=[C:5]([CH3:15])[CH:6]=[CH:7][CH:8]=2)[N:3]=1, predict the reaction product. The product is: [NH2:1][C:2]1[C:11]([NH2:12])=[CH:10][C:9]2[C:4](=[C:5]([CH3:15])[CH:6]=[CH:7][CH:8]=2)[N:3]=1. (3) Given the reactants [Cl:1][C:2]1[C:7]([F:8])=[CH:6][CH:5]=[C:4]([Cl:9])[C:3]=1[CH:10]([C:12]1[C:20]2[C:15](=[N:16][CH:17]=[C:18]([C:21]3[CH2:22][CH2:23][NH:24][CH2:25][CH:26]=3)[CH:19]=2)[NH:14][CH:13]=1)[CH3:11].C[Si]([N:31]=[C:32]=[O:33])(C)C.CCN(C(C)C)C(C)C, predict the reaction product. The product is: [Cl:1][C:2]1[C:7]([F:8])=[CH:6][CH:5]=[C:4]([Cl:9])[C:3]=1[CH:10]([C:12]1[C:20]2[C:15](=[N:16][CH:17]=[C:18]([C:21]3[CH2:22][CH2:23][N:24]([C:32]([NH2:31])=[O:33])[CH2:25][CH:26]=3)[CH:19]=2)[NH:14][CH:13]=1)[CH3:11]. (4) Given the reactants [F:1][C:2]1[CH:3]=[C:4]([C:9]2[C:10]3[N:11]([N:15]=[C:16]([NH:18][C@@H:19]4[CH2:24][CH2:23][N:22]([C:25](OC(C)(C)C)=O)[CH2:21][C@@H:20]4[O:32][CH3:33])[N:17]=3)[CH:12]=[CH:13][CH:14]=2)[CH:5]=[CH:6][C:7]=1[F:8].Cl, predict the reaction product. The product is: [F:1][C:2]1[CH:3]=[C:4]([C:9]2[C:10]3[N:11]([N:15]=[C:16]([NH:18][C@@H:19]4[CH2:24][CH2:23][N:22]([C:25]5[CH:20]=[C:19]([CH3:24])[N:18]=[CH:16][N:15]=5)[CH2:21][C@@H:20]4[O:32][CH3:33])[N:17]=3)[CH:12]=[CH:13][CH:14]=2)[CH:5]=[CH:6][C:7]=1[F:8]. (5) Given the reactants [CH:1]([O:4][C:5]([N:7]1[CH:12]([CH2:13][CH3:14])[CH2:11][CH:10]([N:15]([CH2:23][C:24]2[CH:29]=[C:28]([C:30]([F:33])([F:32])[F:31])[CH:27]=[C:26]([Cl:34])[CH:25]=2)[C:16]2[O:17][CH:18]=[C:19]([CH2:21]O)[N:20]=2)[CH2:9][CH:8]1[CH2:35][CH3:36])=[O:6])([CH3:3])[CH3:2].[I-].[Na+].C[Si](Cl)(C)C.S([O-])([O-])(=O)=S.[Na+].[Na+], predict the reaction product. The product is: [CH:1]([O:4][C:5]([N:7]1[CH:12]([CH2:13][CH3:14])[CH2:11][CH:10]([N:15]([CH2:23][C:24]2[CH:29]=[C:28]([C:30]([F:31])([F:33])[F:32])[CH:27]=[C:26]([Cl:34])[CH:25]=2)[C:16]2[O:17][CH:18]=[C:19]([CH3:21])[N:20]=2)[CH2:9][CH:8]1[CH2:35][CH3:36])=[O:6])([CH3:3])[CH3:2]. (6) Given the reactants [Cl:1][C:2]1[CH:7]=[CH:6][C:5]([NH2:8])=[C:4]([C:9]2[CH:13]=[C:12]([C:14]3[CH:19]=[CH:18][C:17]([Cl:20])=[CH:16][C:15]=3[Cl:21])[O:11][N:10]=2)[CH:3]=1.[O:22](S(C(F)(F)F)(=O)=O)[S:23]([C:26]([F:29])([F:28])[F:27])(=O)=[O:24], predict the reaction product. The product is: [Cl:1][C:2]1[CH:7]=[CH:6][C:5]([NH:8][S:23]([C:26]([F:29])([F:28])[F:27])(=[O:24])=[O:22])=[C:4]([C:9]2[CH:13]=[C:12]([C:14]3[CH:19]=[CH:18][C:17]([Cl:20])=[CH:16][C:15]=3[Cl:21])[O:11][N:10]=2)[CH:3]=1. (7) Given the reactants Br[C:2]1[CH:3]=[C:4]2[C:8](=[CH:9][CH:10]=1)[CH2:7][N:6]([C:11](=[O:40])[CH:12]([CH:20]([C:24]1[CH:39]=[CH:38][C:27]([C:28]([NH:30][CH2:31][CH2:32][C:33]([O:35]CC)=[O:34])=[O:29])=[CH:26][CH:25]=1)[CH2:21][CH2:22][CH3:23])[C:13]1[CH:18]=[CH:17][C:16]([Cl:19])=[CH:15][CH:14]=1)[CH2:5]2.[CH3:41][O:42][C:43]1[C:48](B(O)O)=[CH:47][CH:46]=[CH:45][N:44]=1.C([O-])([O-])=O.[Na+].[Na+].[Br-], predict the reaction product. The product is: [Cl:19][C:16]1[CH:15]=[CH:14][C:13]([CH:12]([CH:20]([C:24]2[CH:25]=[CH:26][C:27]([C:28]([NH:30][CH2:31][CH2:32][C:33]([OH:35])=[O:34])=[O:29])=[CH:38][CH:39]=2)[CH2:21][CH2:22][CH3:23])[C:11]([N:6]2[CH2:5][C:4]3[C:8](=[CH:9][CH:10]=[C:2]([C:48]4[C:43]([O:42][CH3:41])=[N:44][CH:45]=[CH:46][CH:47]=4)[CH:3]=3)[CH2:7]2)=[O:40])=[CH:18][CH:17]=1. (8) Given the reactants [CH2:1]([O:8][N:9]1[C:14]2[N:15]=[CH:16][N:17]=[CH:18][C:13]=2[C:12]([NH:19][CH:20]([C:22]2[CH:27]=[CH:26][CH:25]=[CH:24][CH:23]=2)[CH3:21])=[C:11](C(OCC)=O)[C:10]1=[O:33])[C:2]1[CH:7]=[CH:6][CH:5]=[CH:4][CH:3]=1.[OH-].[Na+], predict the reaction product. The product is: [CH2:1]([O:8][N:9]1[C:14]2[N:15]=[CH:16][N:17]=[CH:18][C:13]=2[C:12]([NH:19][CH:20]([C:22]2[CH:23]=[CH:24][CH:25]=[CH:26][CH:27]=2)[CH3:21])=[CH:11][C:10]1=[O:33])[C:2]1[CH:7]=[CH:6][CH:5]=[CH:4][CH:3]=1. (9) Given the reactants [OH:1][C:2]1[N:6]([C:7]2[CH:12]=[CH:11][C:10]([C:13]([F:16])([F:15])[F:14])=[CH:9][N:8]=2)[N:5]=[C:4]([CH3:17])[C:3]=1[C:18](=[N:20][NH:21][C:22]([C:24]1[CH:33]=[CH:32][C:27]([C:28]([O:30]C)=[O:29])=[CH:26][CH:25]=1)=[O:23])[CH3:19].[OH-].[Na+].Cl, predict the reaction product. The product is: [CH3:17][C:4]1[C:3](=[C:18]([NH:20][NH:21][C:22]([C:24]2[CH:25]=[CH:26][C:27]([C:28]([OH:30])=[O:29])=[CH:32][CH:33]=2)=[O:23])[CH3:19])[C:2](=[O:1])[N:6]([C:7]2[CH:12]=[CH:11][C:10]([C:13]([F:16])([F:15])[F:14])=[CH:9][N:8]=2)[N:5]=1. (10) Given the reactants [F:1][C:2]1[CH:3]=[C:4]([C:17]23[CH2:24][CH2:23][C:20]([CH2:25][CH2:26][O:27][CH2:28][C:29](O)=[O:30])([CH2:21][CH2:22]2)[CH2:19][O:18]3)[CH:5]=[C:6]([O:8][C:9]2[CH:14]=[CH:13][C:12]([CH3:15])=[C:11]([F:16])[CH:10]=2)[CH:7]=1.C1C=CC2[N:40]([OH:41])N=NC=2C=1.[CH2:42](Cl)[CH2:43]Cl.CN(C=O)C.[CH2:51]1C[O:54][CH2:53][CH2:52]1, predict the reaction product. The product is: [F:1][C:2]1[CH:3]=[C:4]([C:17]23[CH2:24][CH2:23][C:20]([CH2:25][CH2:26][O:27][CH2:28][C:29]([NH:40][O:41][CH:43]4[CH2:42][CH2:51][CH2:52][CH2:53][O:54]4)=[O:30])([CH2:21][CH2:22]2)[CH2:19][O:18]3)[CH:5]=[C:6]([O:8][C:9]2[CH:14]=[CH:13][C:12]([CH3:15])=[C:11]([F:16])[CH:10]=2)[CH:7]=1.